Predict which catalyst facilitates the given reaction. From a dataset of Catalyst prediction with 721,799 reactions and 888 catalyst types from USPTO. Product: [F:12][C:9]([F:10])([F:11])[C:7]1[CH:6]=[C:5]([C:13]2[N:17]=[CH:16][N:15](/[CH:18]=[CH:19]\[C:20]([NH:32][NH:31][C:25](=[O:30])[C:26]([CH3:29])([CH3:28])[CH3:27])=[O:22])[N:14]=2)[CH:4]=[C:3]([C:2]([F:1])([F:23])[F:24])[CH:8]=1. Reactant: [F:1][C:2]([F:24])([F:23])[C:3]1[CH:4]=[C:5]([C:13]2[N:17]=[CH:16][N:15](/[CH:18]=[CH:19]\[C:20]([OH:22])=O)[N:14]=2)[CH:6]=[C:7]([C:9]([F:12])([F:11])[F:10])[CH:8]=1.[C:25]([NH:31][NH2:32])(=[O:30])[C:26]([CH3:29])([CH3:28])[CH3:27].C(P1(=O)OP(CCC)(=O)OP(CCC)(=O)O1)CC.CCN(C(C)C)C(C)C. The catalyst class is: 25.